Dataset: Forward reaction prediction with 1.9M reactions from USPTO patents (1976-2016). Task: Predict the product of the given reaction. (1) Given the reactants [CH2:1]([N:4]1[C:12]2[C:11](=[O:13])[NH:10][CH:9]=[N:8][C:7]=2[CH:6]=[CH:5]1)[CH:2]=[CH2:3].[O:14]1[C:16]2([CH2:21][CH2:20][N:19]([C:22]([O:24][C:25]([CH3:28])([CH3:27])[CH3:26])=[O:23])[CH2:18][CH2:17]2)[CH2:15]1.C(=O)([O-])[O-].[Cs+].[Cs+].CN(C=O)C, predict the reaction product. The product is: [CH2:1]([N:4]1[C:12]2[C:11](=[O:13])[N:10]([CH2:15][C:16]3([OH:14])[CH2:17][CH2:18][N:19]([C:22]([O:24][C:25]([CH3:28])([CH3:27])[CH3:26])=[O:23])[CH2:20][CH2:21]3)[CH:9]=[N:8][C:7]=2[CH:6]=[CH:5]1)[CH:2]=[CH2:3]. (2) Given the reactants [NH:1]([C:3]1[CH:8]=[N:7][CH:6]=[CH:5][N:4]=1)[NH2:2].[OH:9][N:10]=[C:11]([C:20](=O)[CH3:21])[C:12]([C:14]1[CH:19]=[CH:18][CH:17]=[CH:16][CH:15]=1)=O.CCO, predict the reaction product. The product is: [CH3:21][C:20]1[N:1]([C:3]2[CH:8]=[N:7][CH:6]=[CH:5][N:4]=2)[N:2]=[C:12]([C:14]2[CH:19]=[CH:18][CH:17]=[CH:16][CH:15]=2)[C:11]=1[N:10]=[O:9]. (3) Given the reactants [CH3:1][C:2]([C:4]1[CH:9]=[CH:8][C:7]([N+:10]([O-:12])=[O:11])=[CH:6][CH:5]=1)=O.[CH2:13]([C:16]#[N:17])[C:14]#[N:15].C(O)(=O)C.C([O-])(=O)C.[NH4+], predict the reaction product. The product is: [C:14]([C:13]([C:16]#[N:17])=[C:2]([C:4]1[CH:5]=[CH:6][C:7]([N+:10]([O-:12])=[O:11])=[CH:8][CH:9]=1)[CH3:1])#[N:15]. (4) Given the reactants [C:1](=O)([O-])[O-].[Cs+].[Cs+].[OH:7][C:8]1[C:9]([CH3:17])=[C:10]([CH:14]=[CH:15][CH:16]=1)[C:11]([OH:13])=[O:12].[CH:18](I)([CH3:20])[CH3:19].O1[CH2:27][CH2:26]OCC1, predict the reaction product. The product is: [CH:18]([O:7][C:8]1[C:9]([CH3:17])=[C:10]([CH:14]=[CH:15][CH:16]=1)[C:11]([O:13][CH:26]([CH3:27])[CH3:1])=[O:12])([CH3:20])[CH3:19].